From a dataset of Full USPTO retrosynthesis dataset with 1.9M reactions from patents (1976-2016). Predict the reactants needed to synthesize the given product. (1) Given the product [OH:20][CH2:19][C:14]1[C:13]2[CH2:12][C:5]3[C:6]4[CH2:7][CH2:8][CH2:9][CH2:10][C:11]=4[C:2](=[O:1])[NH:3][C:4]=3[C:18]=2[CH:17]=[CH:16][CH:15]=1, predict the reactants needed to synthesize it. The reactants are: [O:1]=[C:2]1[C:11]2[CH2:10][CH2:9][CH2:8][CH2:7][C:6]=2[C:5]2[CH2:12][C:13]3[C:14]([C:19](OC)=[O:20])=[CH:15][CH:16]=[CH:17][C:18]=3[C:4]=2[NH:3]1.[H-].[H-].[H-].[H-].[Li+].[Al+3]. (2) Given the product [CH2:22]([N:1]1[C:9]2[C:4](=[CH:5][CH:6]=[CH:7][CH:8]=2)[C:3]2([C:13]3=[CH:14][C:15]4[O:19][CH2:18][O:17][C:16]=4[CH:20]=[C:12]3[O:11][CH2:10]2)[C:2]1=[O:21])[CH2:23][CH3:24], predict the reactants needed to synthesize it. The reactants are: [NH:1]1[C:9]2[C:4](=[CH:5][CH:6]=[CH:7][CH:8]=2)[C:3]2([C:13]3=[CH:14][C:15]4[O:19][CH2:18][O:17][C:16]=4[CH:20]=[C:12]3[O:11][CH2:10]2)[C:2]1=[O:21].[CH3:22][C:23]1(C)COC2=CC3OCC4(C=3C=[C:24]12)C1C(=CC=CC=1)NC4=O.BrCCC.BrCC1OC(C(F)(F)F)=CC=1.